Dataset: Forward reaction prediction with 1.9M reactions from USPTO patents (1976-2016). Task: Predict the product of the given reaction. (1) Given the reactants C([NH:8][C:9]1[CH:14]=[CH:13][C:12]([C:15]2[CH:24]=[C:23]3[C:18]([CH:19]=[CH:20][CH:21]=[N:22]3)=[C:17]([N:25]3[CH2:30][CH2:29][O:28][CH2:27][CH2:26]3)[N:16]=2)=[C:11]([Cl:31])[CH:10]=1)C1C=CC=CC=1.C1CC=CCC=1, predict the reaction product. The product is: [Cl:31][C:11]1[CH:10]=[C:9]([NH2:8])[CH:14]=[CH:13][C:12]=1[C:15]1[CH:24]=[C:23]2[C:18]([CH:19]=[CH:20][CH:21]=[N:22]2)=[C:17]([N:25]2[CH2:26][CH2:27][O:28][CH2:29][CH2:30]2)[N:16]=1. (2) The product is: [Cl:28][C:29]1[CH:30]=[CH:31][C:32]([CH:35]2[N:39]([C:40]([N:42]3[CH2:43][CH2:44][NH:45][C:46](=[O:19])[CH2:47]3)=[O:41])[C:38]([C:49]3[CH:54]=[CH:53][C:52]([O:55][CH3:56])=[CH:51][C:50]=3[O:57][CH2:58][CH3:59])=[N:37][CH:36]2[CH2:60][CH:61]([CH3:65])[CH3:62])=[CH:33][CH:34]=1. Given the reactants ClC1C=CC(C2NC(C3C=CC([O:19]C)=CC=3OCC)=NC2CC(C)C)=CC=1.[Cl:28][C:29]1[CH:34]=[CH:33][C:32]([CH:35]2[N:39]([C:40]([N:42]3[CH2:47][CH2:46][N:45](C)[CH2:44][CH2:43]3)=[O:41])[C:38]([C:49]3[CH:54]=[CH:53][C:52]([O:55][CH3:56])=[CH:51][C:50]=3[O:57][CH2:58][CH3:59])=[N:37][CH:36]2[CH2:60][CH:61]2[CH2:65]CC[CH2:62]2)=[CH:31][CH:30]=1, predict the reaction product. (3) Given the reactants [CH:1]([C:3]1[CH:4]=[C:5]([S:21]([NH2:24])(=[O:23])=[O:22])[CH:6]=[C:7]([C:11]2[CH:16]=[CH:15][CH:14]=[C:13]([NH:17][C:18]([NH2:20])=[O:19])[CH:12]=2)[C:8]=1[O:9][CH3:10])=[O:2].[C:25]1([CH2:31][C:32](Cl)=[O:33])[CH:30]=[CH:29][CH:28]=[CH:27][CH:26]=1, predict the reaction product. The product is: [CH:1]([C:3]1[CH:4]=[C:5]([S:21]([NH:24][C:32](=[O:33])[CH2:31][C:25]2[CH:30]=[CH:29][CH:28]=[CH:27][CH:26]=2)(=[O:23])=[O:22])[CH:6]=[C:7]([C:11]2[CH:16]=[CH:15][CH:14]=[C:13]([NH:17][C:18]([NH2:20])=[O:19])[CH:12]=2)[C:8]=1[O:9][CH3:10])=[O:2]. (4) Given the reactants C([N:8]1[CH2:14][CH2:13][C@@H:12]([CH3:15])[N:11]([C:16]([C:18]2[CH:23]=[C:22]([CH3:24])[CH:21]=[CH:20][C:19]=2[N:25]2[N:29]=[CH:28][CH:27]=[N:26]2)=[O:17])[CH2:10][CH2:9]1)C1C=CC=CC=1.OCC1(OC[C@@H](O)[C@@H](O)[C@H]1O)O, predict the reaction product. The product is: [CH3:15][C@H:12]1[N:11]([C:16]([C:18]2[CH:23]=[C:22]([CH3:24])[CH:21]=[CH:20][C:19]=2[N:25]2[N:26]=[CH:27][CH:28]=[N:29]2)=[O:17])[CH2:10][CH2:9][NH:8][CH2:14][CH2:13]1. (5) The product is: [C:38]([O:37][C:35]([NH:5][CH2:4][CH2:3][CH2:2][CH2:6][N:9]1[C:18](=[O:19])[C:20]2[N:25]3[C:26](=[CH:27][N:28]=[C:24]3[CH:23]=[CH:22][CH:21]=2)[C:29]1=[O:34])=[O:36])([CH3:41])([CH3:40])[CH3:39]. Given the reactants N[CH2:2][CH2:3][CH2:4][NH2:5].[CH:6]([N:9](CC)C(C)C)(C)C.C(O[C:18]([C:20]1[N:25]2[C:26]([C:29](=[O:34])C(Cl)(Cl)Cl)=[CH:27][N:28]=[C:24]2[CH:23]=[CH:22][CH:21]=1)=[O:19])C.[C:35](O[C:35]([O:37][C:38]([CH3:41])([CH3:40])[CH3:39])=[O:36])([O:37][C:38]([CH3:41])([CH3:40])[CH3:39])=[O:36], predict the reaction product. (6) The product is: [CH3:27][O:26][C:20]1[CH:19]=[C:18]([CH:23]=[CH:22][C:21]=1[O:24][CH3:25])[CH2:17][NH:16][C:14]1[N:13]2[N:28]=[C:29]([C:31]3[O:32][CH:33]=[CH:34][CH:35]=3)[N:30]=[C:12]2[CH:11]=[C:10]([C:7]2[CH:6]=[CH:5][C:4]([C:1]([O:3][CH3:36])=[O:2])=[CH:9][CH:8]=2)[N:15]=1. Given the reactants [C:1]([C:4]1[CH:9]=[CH:8][C:7]([C:10]2[N:15]=[C:14]([NH:16][CH2:17][C:18]3[CH:23]=[CH:22][C:21]([O:24][CH3:25])=[C:20]([O:26][CH3:27])[CH:19]=3)[N:13]3[N:28]=[C:29]([C:31]4[O:32][CH:33]=[CH:34][CH:35]=4)[N:30]=[C:12]3[CH:11]=2)=[CH:6][CH:5]=1)([OH:3])=[O:2].[C:36](Cl)(=O)C(Cl)=O, predict the reaction product.